This data is from Reaction yield outcomes from USPTO patents with 853,638 reactions. The task is: Predict the reaction yield, written as a fraction of the theoretical maximum amount of product (1.0 means a 100% yield; for example, 0.34 means a 34% yield). (1) The reactants are [Cl:1][C:2]1[CH:7]=[CH:6][C:5]([C@H:8]2[C:17]3[C:12](=[CH:13][C:14]([O:22][CH3:23])=[C:15]([O:18][CH:19]([CH3:21])[CH3:20])[CH:16]=3)[CH2:11][C:10](=[O:24])[N:9]2[C:25]2[N:30]=[CH:29][C:28]([N:31]([CH2:33][C@H:34]3[CH2:39][CH2:38][C@H:37]([NH:40][CH2:41][C:42]([NH:44][CH3:45])=[O:43])[CH2:36][CH2:35]3)[CH3:32])=[CH:27][CH:26]=2)=[CH:4][CH:3]=1.[CH2:46]=O. The catalyst is CCO. The product is [Cl:1][C:2]1[CH:7]=[CH:6][C:5]([C@H:8]2[C:17]3[C:12](=[CH:13][C:14]([O:22][CH3:23])=[C:15]([O:18][CH:19]([CH3:20])[CH3:21])[CH:16]=3)[CH2:11][C:10](=[O:24])[N:9]2[C:25]2[CH:26]=[CH:27][C:28]([N:31]([CH3:32])[CH2:33][C@H:34]3[CH2:35][CH2:36][C@H:37]([N:40]4[CH2:41][C:42](=[O:43])[N:44]([CH3:46])[CH2:45]4)[CH2:38][CH2:39]3)=[CH:29][N:30]=2)=[CH:4][CH:3]=1. The yield is 0.790. (2) The catalyst is N1C=CC=CC=1. The reactants are [NH2:1][C:2]1[CH:3]=[C:4]([C:8]2[CH:15]=[CH:14][C:11]([C:12]#[N:13])=[C:10]([Cl:16])[CH:9]=2)[CH:5]=[N:6][CH:7]=1.[CH:17]1([S:20](Cl)(=[O:22])=[O:21])[CH2:19][CH2:18]1. The product is [Cl:16][C:10]1[CH:9]=[C:8]([C:4]2[CH:3]=[C:2]([NH:1][S:20]([CH:17]3[CH2:19][CH2:18]3)(=[O:22])=[O:21])[CH:7]=[N:6][CH:5]=2)[CH:15]=[CH:14][C:11]=1[C:12]#[N:13]. The yield is 0.292. (3) The reactants are [Si:1]([O:18][CH:19]1[CH2:24][CH:23]2[CH:21]([CH:22]2[C:25](=O)[CH2:26][C:27](=O)[C:28]([O:30][CH2:31][CH3:32])=[O:29])[CH2:20]1)([C:14]([CH3:17])([CH3:16])[CH3:15])([C:8]1[CH:13]=[CH:12][CH:11]=[CH:10][CH:9]=1)[C:2]1[CH:7]=[CH:6][CH:5]=[CH:4][CH:3]=1.Cl.[CH:36]([NH:39][NH2:40])([CH3:38])[CH3:37].C(N(CC)CC)C. The catalyst is C(O)C. The product is [Si:1]([O:18][CH:19]1[CH2:24][CH:23]2[CH:21]([CH:22]2[C:25]2[N:39]([CH:36]([CH3:38])[CH3:37])[N:40]=[C:27]([C:28]([O:30][CH2:31][CH3:32])=[O:29])[CH:26]=2)[CH2:20]1)([C:14]([CH3:15])([CH3:17])[CH3:16])([C:8]1[CH:13]=[CH:12][CH:11]=[CH:10][CH:9]=1)[C:2]1[CH:3]=[CH:4][CH:5]=[CH:6][CH:7]=1. The yield is 0.450. (4) The reactants are Br[CH2:2][C:3]1[C:4]([F:21])=[C:5]([O:10][C:11]2[C:20]3[C:15](=[CH:16][CH:17]=[CH:18][CH:19]=3)[CH:14]=[CH:13][CH:12]=2)[C:6]([Cl:9])=[CH:7][CH:8]=1.[NH3:22].CO. The catalyst is ClCCl. The product is [Cl:9][C:6]1[CH:7]=[CH:8][C:3]([CH2:2][NH2:22])=[C:4]([F:21])[C:5]=1[O:10][C:11]1[C:20]2[C:15](=[CH:16][CH:17]=[CH:18][CH:19]=2)[CH:14]=[CH:13][CH:12]=1. The yield is 0.870. (5) The reactants are CC(C)([O-])C.[K+].[CH3:7][O:8][CH2:9][CH2:10][O:11][C:12]1[CH:13]=[C:14]([C:18]#[C:19][C:20]2[C:21]([NH2:29])=[N:22][CH:23]=[C:24]([N+:26]([O-:28])=[O:27])[CH:25]=2)[CH:15]=[CH:16][CH:17]=1.O1CCCC1. The catalyst is CN(C)C=O. The product is [CH3:7][O:8][CH2:9][CH2:10][O:11][C:12]1[CH:13]=[C:14]([C:18]2[NH:29][C:21]3=[N:22][CH:23]=[C:24]([N+:26]([O-:28])=[O:27])[CH:25]=[C:20]3[CH:19]=2)[CH:15]=[CH:16][CH:17]=1. The yield is 0.830. (6) The reactants are [CH:1]([S:4]([NH2:7])(=[O:6])=[O:5])([CH3:3])[CH3:2].[CH2:8]([O:10][C:11]([C:13]1[O:14][C:15]2[CH:22]=[CH:21][CH:20]=[C:19](OS(C(F)(F)F)(=O)=O)[C:16]=2[C:17]=1[CH3:18])=[O:12])[CH3:9]. No catalyst specified. The product is [CH2:8]([O:10][C:11]([C:13]1[O:14][C:15]2[CH:22]=[CH:21][CH:20]=[C:19]([NH:7][S:4]([CH:1]([CH3:3])[CH3:2])(=[O:6])=[O:5])[C:16]=2[C:17]=1[CH3:18])=[O:12])[CH3:9]. The yield is 0.230. (7) The reactants are Cl.C(N=C=NCCCN(C)C)C.[S:13]1[C:17]2[CH:18]=[CH:19][CH:20]=[CH:21][C:16]=2[CH:15]=[C:14]1[C:22]([NH:24][C:25]1([C:31]([OH:33])=[O:32])[CH2:30][CH2:29][CH2:28][CH2:27][CH2:26]1)=O. The catalyst is C(Cl)Cl. The product is [S:13]1[C:17]2[CH:18]=[CH:19][CH:20]=[CH:21][C:16]=2[CH:15]=[C:14]1[C:22]1[O:33][C:31](=[O:32])[C:25]2([CH2:26][CH2:27][CH2:28][CH2:29][CH2:30]2)[N:24]=1. The yield is 0.750.